Dataset: NCI-60 drug combinations with 297,098 pairs across 59 cell lines. Task: Regression. Given two drug SMILES strings and cell line genomic features, predict the synergy score measuring deviation from expected non-interaction effect. (1) Drug 1: CCCCC(=O)OCC(=O)C1(CC(C2=C(C1)C(=C3C(=C2O)C(=O)C4=C(C3=O)C=CC=C4OC)O)OC5CC(C(C(O5)C)O)NC(=O)C(F)(F)F)O. Drug 2: CC(C)(C#N)C1=CC(=CC(=C1)CN2C=NC=N2)C(C)(C)C#N. Cell line: SK-MEL-5. Synergy scores: CSS=26.8, Synergy_ZIP=-6.39, Synergy_Bliss=-9.27, Synergy_Loewe=-11.3, Synergy_HSA=-10.5. (2) Drug 1: CC1=C(C=C(C=C1)NC(=O)C2=CC=C(C=C2)CN3CCN(CC3)C)NC4=NC=CC(=N4)C5=CN=CC=C5. Drug 2: COC1=NC(=NC2=C1N=CN2C3C(C(C(O3)CO)O)O)N. Cell line: NCI-H460. Synergy scores: CSS=-3.02, Synergy_ZIP=0.589, Synergy_Bliss=-2.11, Synergy_Loewe=-4.20, Synergy_HSA=-3.84. (3) Drug 1: CC(C)CN1C=NC2=C1C3=CC=CC=C3N=C2N. Drug 2: C(CCl)NC(=O)N(CCCl)N=O. Cell line: KM12. Synergy scores: CSS=6.45, Synergy_ZIP=-4.15, Synergy_Bliss=-6.73, Synergy_Loewe=-4.56, Synergy_HSA=-5.91. (4) Drug 1: C1=CC(=CC=C1C#N)C(C2=CC=C(C=C2)C#N)N3C=NC=N3. Drug 2: CS(=O)(=O)OCCCCOS(=O)(=O)C. Cell line: NCIH23. Synergy scores: CSS=1.19, Synergy_ZIP=6.01, Synergy_Bliss=1.19, Synergy_Loewe=0.739, Synergy_HSA=-1.21. (5) Drug 1: CCCCCOC(=O)NC1=NC(=O)N(C=C1F)C2C(C(C(O2)C)O)O. Drug 2: CS(=O)(=O)OCCCCOS(=O)(=O)C. Cell line: M14. Synergy scores: CSS=-2.05, Synergy_ZIP=2.51, Synergy_Bliss=3.71, Synergy_Loewe=-0.613, Synergy_HSA=-1.32. (6) Synergy scores: CSS=0.679, Synergy_ZIP=0.163, Synergy_Bliss=0.758, Synergy_Loewe=-6.30, Synergy_HSA=-2.38. Drug 2: C(CN)CNCCSP(=O)(O)O. Drug 1: CC12CCC3C(C1CCC2O)C(CC4=C3C=CC(=C4)O)CCCCCCCCCS(=O)CCCC(C(F)(F)F)(F)F. Cell line: TK-10. (7) Drug 1: C1CCN(CC1)CCOC2=CC=C(C=C2)C(=O)C3=C(SC4=C3C=CC(=C4)O)C5=CC=C(C=C5)O. Drug 2: C1=C(C(=O)NC(=O)N1)N(CCCl)CCCl. Cell line: MCF7. Synergy scores: CSS=28.9, Synergy_ZIP=-2.18, Synergy_Bliss=-0.251, Synergy_Loewe=3.85, Synergy_HSA=4.41. (8) Drug 1: CNC(=O)C1=CC=CC=C1SC2=CC3=C(C=C2)C(=NN3)C=CC4=CC=CC=N4. Drug 2: CC1=C(C=C(C=C1)C(=O)NC2=CC(=CC(=C2)C(F)(F)F)N3C=C(N=C3)C)NC4=NC=CC(=N4)C5=CN=CC=C5. Cell line: A549. Synergy scores: CSS=4.66, Synergy_ZIP=-1.83, Synergy_Bliss=-3.96, Synergy_Loewe=-8.61, Synergy_HSA=-5.48. (9) Drug 1: C1CCC(C1)C(CC#N)N2C=C(C=N2)C3=C4C=CNC4=NC=N3. Drug 2: CN(C(=O)NC(C=O)C(C(C(CO)O)O)O)N=O. Cell line: RPMI-8226. Synergy scores: CSS=-8.27, Synergy_ZIP=-0.222, Synergy_Bliss=-11.2, Synergy_Loewe=-16.1, Synergy_HSA=-15.9.